Dataset: Reaction yield outcomes from USPTO patents with 853,638 reactions. Task: Predict the reaction yield, written as a fraction of the theoretical maximum amount of product (1.0 means a 100% yield; for example, 0.34 means a 34% yield). (1) The reactants are [NH2:1][CH2:2][CH2:3][CH2:4][NH:5][C:6](=[O:12])[O:7][C:8]([CH3:11])([CH3:10])[CH3:9].[F:13][C:14]1[CH:15]=[C:16]([C:20](=O)[CH3:21])[CH:17]=[CH:18][CH:19]=1.[BH4-].[Na+]. The catalyst is CO.CC(C)[O-].[Ti+4].CC(C)[O-].CC(C)[O-].CC(C)[O-]. The product is [F:13][C:14]1[CH:15]=[C:16]([CH:20]([NH:1][CH2:2][CH2:3][CH2:4][NH:5][C:6](=[O:12])[O:7][C:8]([CH3:9])([CH3:11])[CH3:10])[CH3:21])[CH:17]=[CH:18][CH:19]=1. The yield is 1.00. (2) The reactants are [CH2:1]([O:3][C:4]1[CH:5]=[C:6]([CH:9]=[C:10]([N+:13]([O-:15])=[O:14])[C:11]=1[OH:12])[CH:7]=[O:8])[CH3:2].C(N(CC)CC)C.[F:23][C:24]([F:37])([F:36])[S:25](O[S:25]([C:24]([F:37])([F:36])[F:23])(=[O:27])=[O:26])(=[O:27])=[O:26]. The catalyst is C(Cl)Cl. The product is [F:23][C:24]([F:37])([F:36])[S:25]([O:12][C:11]1[C:10]([N+:13]([O-:15])=[O:14])=[CH:9][C:6]([CH:7]=[O:8])=[CH:5][C:4]=1[O:3][CH2:1][CH3:2])(=[O:27])=[O:26]. The yield is 0.760. (3) The reactants are [C:1]([C:5]1[CH:10]=[CH:9][C:8]([NH2:11])=[CH:7][CH:6]=1)([CH3:4])([CH3:3])[CH3:2].[N+:12]([O-])([O-:14])=[O:13].[K+].C([O-])(O)=O.[Na+]. The catalyst is OS(O)(=O)=O. The product is [C:1]([C:5]1[CH:6]=[CH:7][C:8]([NH2:11])=[CH:9][C:10]=1[N+:12]([O-:14])=[O:13])([CH3:4])([CH3:2])[CH3:3]. The yield is 0.770. (4) The reactants are Cl.[NH2:2][C:3]1[CH:11]=[C:10]([O:12][CH2:13][CH2:14][CH2:15][N:16]2[CH2:20][CH2:19][CH2:18][CH2:17]2)[C:9]([O:21][CH3:22])=[CH:8][C:4]=1[C:5]([NH2:7])=[O:6].[CH3:23]N(C=NC=[N+](C)C)C.[Cl-].C(O)(=O)C.C([O-])(=O)C.[Na+]. The catalyst is O1CCOCC1. The product is [OH:6][C:5]1[C:4]2[C:3](=[CH:11][C:10]([O:12][CH2:13][CH2:14][CH2:15][N:16]3[CH2:20][CH2:19][CH2:18][CH2:17]3)=[C:9]([O:21][CH3:22])[CH:8]=2)[N:2]=[CH:23][N:7]=1. The yield is 0.830. (5) The reactants are [F:1][C:2]1[CH:3]=[CH:4][C:5]([CH3:16])=[C:6]([C:8]([N:10]2[CH2:15][CH2:14][O:13][CH2:12][CH2:11]2)=[O:9])[CH:7]=1.[Br:17]N1C(=O)CCC1=O.C(OOC(=O)C1C=CC=CC=1)(=O)C1C=CC=CC=1. The catalyst is C(Cl)(Cl)(Cl)Cl. The product is [Br:17][CH2:16][C:5]1[CH:4]=[CH:3][C:2]([F:1])=[CH:7][C:6]=1[C:8]([N:10]1[CH2:11][CH2:12][O:13][CH2:14][CH2:15]1)=[O:9]. The yield is 0.380.